From a dataset of Experimentally validated miRNA-target interactions with 360,000+ pairs, plus equal number of negative samples. Binary Classification. Given a miRNA mature sequence and a target amino acid sequence, predict their likelihood of interaction. (1) The miRNA is hsa-miR-1245b-3p with sequence UCAGAUGAUCUAAAGGCCUAUA. The protein sequence of the target gene is MATLARLQARSSTVGNQYYFRNSVVDPFRKKENDAAVKIQSWFRGCQVRAYIRHLNRIVTIIQKWWRSFLGRKQYQLTVQVAYYTMMMNLYNAMAVRIQRRWRGYRVRKYLFNYYYLKEYLKVVSETNDAIRKALEEFAEMKEREEKKANLEREEKKRDYQARKMHYLLSTKQIPGIYNSPFRKEPDPWELQLQKAKPLTHRRPKVKQKDSTSLTDWLACTSARSFPRSEILPPINRKQCQGPFRDITEVLEQRYRPLEPTLRVAEPIDELKLAREELRREEWLQNVNDNMFLPFSSYHK.... Result: 0 (no interaction). (2) The miRNA is hsa-miR-31-5p with sequence AGGCAAGAUGCUGGCAUAGCU. The protein sequence of the target gene is MTRAEVEPGAQAKAENKPGDENANAAEVEPEAPLVVRPKVRTQIMTGARPKVKPKGTPGARPKGETSTPGGAYAKCKPKAIPIARSKHDAQVWAPNKFRGESMSKMGKQCQISAADPPLLSNDSGMVAQAKCLPVDRELANMDTESIPKKANSPAGFQPSYGSEEGTNMGSWYRARPVPKGEAYENSDFKWADKPSGSPSFWNRDEASTRFRPRKSMKANNRFRHMAKQEANTMPRHKNKQEFYNISSSDSEDESGKTPWFWPKDKTKVWSKPKEEPNSRSWFRSKKEVRVESTSGSECE.... Result: 0 (no interaction). (3) The miRNA is hsa-miR-6780a-3p with sequence CUCCUCUGUUUUCUUUCCUAG. The protein sequence of the target gene is MRMEDEDYNTSISYGDEYPDYLDSIVVLEDLSPLEARVTRIFLVVVYSIVCFLGILGNGLVIIIATFKMKKTVNMVWFLNLAVADFLFNVFLPIHITYAAMDYHWVFGTAMCKISNFLLIHNMFTSVFLLTIISSDRCISVLLPVWSQNHRSVRLAYMACMVIWVLAFFLSSPSLVFRDTANLHGKISCFNNFSLSTPGSSSWPTHSQMDPVGYSRHMVVTVTRFLCGFLVPVLIITACYLTIVCKLQRNRLAKTKKPFKIIVTIIITFFLCWCPYHTLNLLELHHTAMPGSVFSLGLPL.... Result: 1 (interaction).